From a dataset of Full USPTO retrosynthesis dataset with 1.9M reactions from patents (1976-2016). Predict the reactants needed to synthesize the given product. (1) Given the product [O:6]=[C:4]1[C:3]([CH2:8][C:9]2[CH:10]=[N:11][CH:12]=[N:13][CH:14]=2)=[CH:2][NH:37][C:15]([O:17][CH2:18][CH2:19][C:20]2[CH:21]=[CH:22][C:23]([O:26][C:27]3[CH:32]=[CH:31][CH:30]=[C:29]([C:33]([F:34])([F:35])[F:36])[CH:28]=3)=[CH:24][CH:25]=2)=[N:16]1, predict the reactants needed to synthesize it. The reactants are: O/[CH:2]=[C:3](\[CH2:8][C:9]1[CH:10]=[N:11][CH:12]=[N:13][CH:14]=1)/[C:4]([O:6]C)=O.[C:15](=[NH:37])([O:17][CH2:18][CH2:19][C:20]1[CH:25]=[CH:24][C:23]([O:26][C:27]2[CH:32]=[CH:31][CH:30]=[C:29]([C:33]([F:36])([F:35])[F:34])[CH:28]=2)=[CH:22][CH:21]=1)[NH2:16].C([O-])([O-])=O.[K+].[K+]. (2) Given the product [C:22]([O:26][C:27]([N:12]1[CH2:11][CH:10]=[C:9]([C:6]2[CH:7]=[CH:8][C:3]([Cl:2])=[CH:4][CH:5]=2)[CH2:14][CH2:13]1)=[O:28])([CH3:25])([CH3:24])[CH3:23], predict the reactants needed to synthesize it. The reactants are: Cl.[Cl:2][C:3]1[CH:8]=[CH:7][C:6]([C:9]2[CH2:10][CH2:11][NH:12][CH2:13][CH:14]=2)=[CH:5][CH:4]=1.C(N(CC)CC)C.[C:22]([O:26][C:27](O[C:27]([O:26][C:22]([CH3:25])([CH3:24])[CH3:23])=[O:28])=[O:28])([CH3:25])([CH3:24])[CH3:23].Cl. (3) The reactants are: [CH3:1][C:2]1([CH3:22])[C:10]2=[CH:11][C:12]3[NH:13][C:14]4[C:19]([C:20]=3[CH:21]=[C:9]2[C:8]2[C:3]1=[CH:4][CH:5]=[CH:6][CH:7]=2)=[CH:18][CH:17]=[CH:16][CH:15]=4.Br[C:24]1[CH:29]=[CH:28][C:27]([C:30]2[CH:35]=[CH:34][C:33](Br)=[CH:32][CH:31]=2)=[CH:26][CH:25]=1.[CH3:37][C:38]([O-])([CH3:40])[CH3:39].[Na+].[C:52](P([C:52]([CH3:55])([CH3:54])[CH3:53])[C:52]([CH3:55])([CH3:54])[CH3:53])([CH3:55])([CH3:54])[CH3:53]. Given the product [CH3:1][C:2]1([CH3:22])[C:10]2=[CH:11][C:12]3[N:13]([C:24]4[CH:29]=[CH:28][C:27]([C:30]5[CH:35]=[CH:34][C:33]([N:13]6[C:12]7[CH:11]=[C:10]8[C:52]([CH3:53])([CH3:54])[C:55]9[C:8]([C:9]8=[CH:21][C:40]=7[C:38]7[C:39]6=[CH:3][CH:2]=[CH:1][CH:37]=7)=[CH:7][CH:6]=[CH:5][CH:4]=9)=[CH:32][CH:31]=5)=[CH:26][CH:25]=4)[C:14]4[C:19]([C:20]=3[CH:21]=[C:9]2[C:8]2[C:3]1=[CH:4][CH:5]=[CH:6][CH:7]=2)=[CH:18][CH:17]=[CH:16][CH:15]=4, predict the reactants needed to synthesize it. (4) Given the product [CH2:22]([N:7]1[CH2:8][CH2:9][C:4]2[CH:3]=[C:2]([C:10]([O:12][CH2:13][CH3:14])=[O:11])[NH:1][C:5]=2[CH2:6]1)[C:23]1[CH:28]=[CH:27][CH:26]=[CH:25][CH:24]=1, predict the reactants needed to synthesize it. The reactants are: [N:1]1(C(OC(C)(C)C)=O)[C:5]2=[CH:6][N:7]=[CH:8][CH:9]=[C:4]2[CH:3]=[C:2]1[C:10]([O:12][CH2:13][CH3:14])=[O:11].[CH2:22](Br)[C:23]1[CH:28]=[CH:27][CH:26]=[CH:25][CH:24]=1.C(O)C.[BH4-].[Na+].